This data is from Reaction yield outcomes from USPTO patents with 853,638 reactions. The task is: Predict the reaction yield, written as a fraction of the theoretical maximum amount of product (1.0 means a 100% yield; for example, 0.34 means a 34% yield). (1) The reactants are [CH3:1][C:2]1[N:3]=[C:4]([NH2:17])[S:5][C:6]=1[S:7]([N:10]1[CH2:15][CH2:14][N:13]([CH3:16])[CH2:12][CH2:11]1)(=[O:9])=[O:8].C1N=CN([C:23](N2C=NC=C2)=[O:24])C=1.[CH:30]1([NH:36][CH:37]2[CH2:42][CH2:41][CH2:40][CH2:39][CH2:38]2)[CH2:35][CH2:34][CH2:33][CH2:32][CH2:31]1.O. The catalyst is CN(C1C=CN=CC=1)C.ClC(Cl)C.C(Cl)Cl. The product is [CH:37]1([N:36]([CH:30]2[CH2:31][CH2:32][CH2:33][CH2:34][CH2:35]2)[C:23]([NH:17][C:4]2[S:5][C:6]([S:7]([N:10]3[CH2:15][CH2:14][N:13]([CH3:16])[CH2:12][CH2:11]3)(=[O:9])=[O:8])=[C:2]([CH3:1])[N:3]=2)=[O:24])[CH2:38][CH2:39][CH2:40][CH2:41][CH2:42]1. The yield is 0.0400. (2) The reactants are [C:1]([C:5]1[CH:9]=[C:8]([NH2:10])[N:7]([C:11]2[CH:16]=[CH:15][CH:14]=[CH:13][C:12]=2[F:17])[N:6]=1)([CH3:4])([CH3:3])[CH3:2].Cl[C:19]([O:21][C:22]1[CH:27]=[CH:26][CH:25]=[CH:24][CH:23]=1)=[O:20]. No catalyst specified. The product is [C:1]([C:5]1[CH:9]=[C:8]([NH:10][C:19](=[O:20])[O:21][C:22]2[CH:27]=[CH:26][CH:25]=[CH:24][CH:23]=2)[N:7]([C:11]2[CH:16]=[CH:15][CH:14]=[CH:13][C:12]=2[F:17])[N:6]=1)([CH3:4])([CH3:2])[CH3:3]. The yield is 0.590. (3) The reactants are [F:1][C:2]1[CH:7]=[CH:6][C:5]([C:8]2[C:12]([CH2:13][O:14][C:15]3[CH:23]=[CH:22][C:18]([C:19]([OH:21])=O)=[CH:17][N:16]=3)=[C:11]([CH3:24])[O:10][N:9]=2)=[CH:4][CH:3]=1.[CH:25]1([CH2:28][NH2:29])[CH2:27][CH2:26]1. No catalyst specified. The product is [CH:25]1([CH2:28][NH:29][C:19](=[O:21])[C:18]2[CH:22]=[CH:23][C:15]([O:14][CH2:13][C:12]3[C:8]([C:5]4[CH:4]=[CH:3][C:2]([F:1])=[CH:7][CH:6]=4)=[N:9][O:10][C:11]=3[CH3:24])=[N:16][CH:17]=2)[CH2:27][CH2:26]1. The yield is 0.650. (4) The reactants are [N+:1]([C:4]1[CH:5]=[N:6][C:7]2[C:12]([C:13]=1[NH:14][CH2:15][C:16]1([NH:22][C:23](=[O:29])[O:24][C:25]([CH3:28])([CH3:27])[CH3:26])[CH2:21][CH2:20][CH2:19][CH2:18][CH2:17]1)=[CH:11][CH:10]=[CH:9][CH:8]=2)([O-])=O. The catalyst is [Pt].C1(C)C=CC=CC=1.C(O)C. The product is [NH2:1][C:4]1[CH:5]=[N:6][C:7]2[C:12]([C:13]=1[NH:14][CH2:15][C:16]1([NH:22][C:23](=[O:29])[O:24][C:25]([CH3:27])([CH3:26])[CH3:28])[CH2:21][CH2:20][CH2:19][CH2:18][CH2:17]1)=[CH:11][CH:10]=[CH:9][CH:8]=2. The yield is 1.00. (5) The reactants are [O:1]([C:8]1[CH:13]=[CH:12][C:11]([C:14]2[C:22]3[C:17](=[N:18][CH:19]=[N:20][C:21]=3[NH2:23])[NH:16][N:15]=2)=[CH:10][CH:9]=1)[C:2]1[CH:7]=[CH:6][CH:5]=[CH:4][CH:3]=1.[H-].[Na+].S(C1C=CC(C)=CC=1)(O[CH:30]1[CH2:35][CH2:34][O:33][CH2:32][CH2:31]1)(=O)=O. The catalyst is CC(N(C)C)=O. The product is [O:1]([C:8]1[CH:13]=[CH:12][C:11]([C:14]2[C:22]3[C:17](=[N:18][CH:19]=[N:20][C:21]=3[NH2:23])[N:16]([CH:30]3[CH2:35][CH2:34][O:33][CH2:32][CH2:31]3)[N:15]=2)=[CH:10][CH:9]=1)[C:2]1[CH:7]=[CH:6][CH:5]=[CH:4][CH:3]=1. The yield is 0.180. (6) The reactants are [NH:1]1[C:9]2[C:4](=[CH:5][C:6]([C:10](=O)[CH3:11])=[CH:7][CH:8]=2)[CH:3]=[N:2]1.Cl.[NH2:14][OH:15].C([O-])(=O)C.[Na+]. The catalyst is C(O)C.O. The product is [NH:1]1[C:9]2[C:4](=[CH:5][C:6]([C:10](=[N:14][OH:15])[CH3:11])=[CH:7][CH:8]=2)[CH:3]=[N:2]1. The yield is 0.710.